Predict the product of the given reaction. From a dataset of Forward reaction prediction with 1.9M reactions from USPTO patents (1976-2016). (1) Given the reactants [CH3:1][C:2]1[N:29]=[C:5]2[NH:6][C:7](=[O:28])[C:8]([CH2:13][C:14]3[CH:19]=[CH:18][C:17]([C:20]4[C:21]([C:26]#[N:27])=[CH:22][CH:23]=[CH:24][CH:25]=4)=[CH:16][CH:15]=3)=[C:9]([CH2:10][CH2:11][CH3:12])[N:4]2[N:3]=1.Br[CH2:31][C:32]([CH3:43])([CH3:42])[CH2:33][O:34][Si:35]([C:38]([CH3:41])([CH3:40])[CH3:39])([CH3:37])[CH3:36].C(=O)([O-])[O-].[Cs+].[Cs+].CN(C)C(=O)C, predict the reaction product. The product is: [Si:35]([O:34][CH2:33][C:32]([CH3:43])([CH3:42])[CH2:31][N:6]1[C:7](=[O:28])[C:8]([CH2:13][C:14]2[CH:19]=[CH:18][C:17]([C:20]3[C:21]([C:26]#[N:27])=[CH:22][CH:23]=[CH:24][CH:25]=3)=[CH:16][CH:15]=2)=[C:9]([CH2:10][CH2:11][CH3:12])[N:4]2[N:3]=[C:2]([CH3:1])[N:29]=[C:5]12)([C:38]([CH3:39])([CH3:40])[CH3:41])([CH3:36])[CH3:37]. (2) Given the reactants [NH2:1][N:2]1[C:7](=[O:8])[C:6]([C:9]2[NH:14][C:13]3[CH:15]=[CH:16][CH:17]=[CH:18][C:12]=3[S:11](=[O:20])(=[O:19])[N:10]=2)=[C:5]([OH:21])[C:4]2[S:22][CH:23]=[CH:24][C:3]1=2.[CH3:25][C:26]([CH3:31])([CH3:30])[CH2:27][CH:28]=O, predict the reaction product. The product is: [CH3:25][C:26]([CH3:31])([CH3:30])[CH2:27][CH:28]=[N:1][N:2]1[C:7](=[O:8])[C:6]([C:9]2[NH:14][C:13]3[CH:15]=[CH:16][CH:17]=[CH:18][C:12]=3[S:11](=[O:20])(=[O:19])[N:10]=2)=[C:5]([OH:21])[C:4]2[S:22][CH:23]=[CH:24][C:3]1=2. (3) Given the reactants [CH3:1][N:2]1[CH:26]=[C:25]2[C:4]([C:5](=[O:30])[NH:6][CH2:7][CH2:8][CH:9]=[CH:10][CH2:11][CH2:12][CH2:13][N:14]3[CH:29]=[C:17]([C:18]4[N:28]=[C:22]([C:23](=[O:27])[NH:24]2)[CH:21]=[CH:20][CH:19]=4)[CH:16]=[N:15]3)=[N:3]1, predict the reaction product. The product is: [CH3:1][N:2]1[CH:26]=[C:25]2[C:4]([C:5](=[O:30])[NH:6][CH2:7][CH2:8][CH2:9][CH2:10][CH2:11][CH2:12][CH2:13][N:14]3[CH:29]=[C:17]([C:18]4[N:28]=[C:22]([C:23](=[O:27])[NH:24]2)[CH:21]=[CH:20][CH:19]=4)[CH:16]=[N:15]3)=[N:3]1. (4) Given the reactants [NH:1]1[CH2:4][CH:3]([O:5][C:6]2[CH:7]=[C:8]3[C:13](=[CH:14][CH:15]=2)[N:12]=[CH:11][N:10]=[C:9]3[NH:16][C:17]2[CH:22]=[CH:21][C:20]([O:23][CH2:24][C:25]3[CH:30]=[CH:29][CH:28]=[CH:27][N:26]=3)=[C:19]([Cl:31])[CH:18]=2)[CH2:2]1.C([O:35][CH2:36][C:37](Cl)=[O:38])(=O)C.C(N(C(C)C)CC)(C)C, predict the reaction product. The product is: [Cl:31][C:19]1[CH:18]=[C:17]([NH:16][C:9]2[C:8]3[C:13](=[CH:14][CH:15]=[C:6]([O:5][CH:3]4[CH2:2][N:1]([C:36](=[O:35])[CH2:37][OH:38])[CH2:4]4)[CH:7]=3)[N:12]=[CH:11][N:10]=2)[CH:22]=[CH:21][C:20]=1[O:23][CH2:24][C:25]1[CH:30]=[CH:29][CH:28]=[CH:27][N:26]=1. (5) Given the reactants [Li]CCCC.N#N.Br[C:9]1[CH:14]=[CH:13][CH:12]=[C:11]([Br:15])[N:10]=1.CC1C[CH2:21][NH:20][C:19](=O)[CH2:18]1.[CH2:24]1C[O:27][CH2:26][CH2:25]1, predict the reaction product. The product is: [Br:15][C:11]1[N:10]=[C:9]([C:26]2([OH:27])[CH2:25][CH2:24][N:20]([CH3:21])[CH2:19][CH2:18]2)[CH:14]=[CH:13][CH:12]=1. (6) Given the reactants [F:1][C:2]1[CH:7]=[CH:6][CH:5]=[C:4]([F:8])[C:3]=1[N:9]1[C:14]2[N:15]=[C:16](S(C)(=O)=O)[N:17]=[C:18]([C:19]3[CH:20]=[C:21]([CH:26]=[CH:27][C:28]=3[CH3:29])[C:22]([NH:24][CH3:25])=[O:23])[C:13]=2[CH2:12][NH:11][C:10]1=[O:34].[CH3:35][N:36]([CH3:41])[CH2:37][CH2:38][CH2:39][NH2:40], predict the reaction product. The product is: [NH4+:9].[OH-:23].[F:1][C:2]1[CH:7]=[CH:6][CH:5]=[C:4]([F:8])[C:3]=1[N:9]1[C:14]2[N:15]=[C:16]([NH:40][CH2:39][CH2:38][CH2:37][N:36]([CH3:41])[CH3:35])[N:17]=[C:18]([C:19]3[CH:20]=[C:21]([CH:26]=[CH:27][C:28]=3[CH3:29])[C:22]([NH:24][CH3:25])=[O:23])[C:13]=2[CH2:12][NH:11][C:10]1=[O:34]. (7) Given the reactants [C:1]1([N:7]2C(=O)C3=CNC4C=CC=CC=4C3=[N:8]2)[CH:6]=[CH:5][CH:4]=[CH:3][CH:2]=1.Cl[C:22]1[C:31]2[C:26](=[CH:27][C:28]([F:33])=[C:29]([F:32])[CH:30]=2)[N:25]=[C:24]([CH3:34])[C:23]=1[C:35]([O:37]CC)=O.C1(NN)C=CC=CC=1, predict the reaction product. The product is: [F:33][C:28]1[C:29]([F:32])=[CH:30][C:31]2[C:22]3[C:23]([C:35](=[O:37])[N:7]([C:1]4[CH:6]=[CH:5][CH:4]=[CH:3][CH:2]=4)[N:8]=3)=[C:24]([CH3:34])[NH:25][C:26]=2[CH:27]=1. (8) Given the reactants [O:1]=[C:2]1[CH2:7][O:6][C:5]2[CH:8]=[N:9][C:10]([CH:12]=O)=[N:11][C:4]=2[NH:3]1.[F:14][C:15]1[CH:16]=[N:17][C:18]2[C:23]([C:24]=1[CH2:25][CH2:26][C:27]13[CH2:34][CH2:33][C:30]([NH2:35])([CH2:31][CH2:32]1)[CH2:29][O:28]3)=[N:22][C:21]([O:36][CH3:37])=[CH:20][CH:19]=2.C(O)(=O)C.C(O[BH-](OC(=O)C)OC(=O)C)(=O)C.[Na+], predict the reaction product. The product is: [F:14][C:15]1[CH:16]=[N:17][C:18]2[C:23]([C:24]=1[CH2:25][CH2:26][C:27]13[CH2:34][CH2:33][C:30]([NH:35][CH2:12][C:10]4[N:9]=[CH:8][C:5]5[O:6][CH2:7][C:2](=[O:1])[NH:3][C:4]=5[N:11]=4)([CH2:31][CH2:32]1)[CH2:29][O:28]3)=[N:22][C:21]([O:36][CH3:37])=[CH:20][CH:19]=2. (9) The product is: [CH3:27][CH2:28][C@@H:12]([S:9]([NH2:8])(=[O:10])=[O:11])[CH2:13][CH:14]=[CH2:15]. Given the reactants COC1C=CC(C[N:8](CC2C=CC(OC)=CC=2)[S:9]([CH2:12][CH2:13][CH:14]=[CH2:15])(=[O:11])=[O:10])=CC=1.[CH2:27]([Li])[CH2:28]CC.C(I)C, predict the reaction product.